Dataset: Catalyst prediction with 721,799 reactions and 888 catalyst types from USPTO. Task: Predict which catalyst facilitates the given reaction. (1) Reactant: [CH:1]1([CH:6]([C:27]2[CH:32]=[CH:31][C:30]([CH:33]=[C:34]([F:36])[F:35])=[CH:29][CH:28]=2)[C:7]([NH:9][C:10]2[CH:11]=[C:12]([CH:24]=[CH:25][CH:26]=2)[CH2:13][C:14]2([C:17]([O:19][C:20]([CH3:23])([CH3:22])[CH3:21])=[O:18])[CH2:16][CH2:15]2)=[O:8])[CH2:5][CH2:4][CH2:3][CH2:2]1. Product: [CH:1]1([CH:6]([C:27]2[CH:32]=[CH:31][C:30]([CH2:33][CH:34]([F:35])[F:36])=[CH:29][CH:28]=2)[C:7]([NH:9][C:10]2[CH:11]=[C:12]([CH:24]=[CH:25][CH:26]=2)[CH2:13][C:14]2([C:17]([O:19][C:20]([CH3:23])([CH3:21])[CH3:22])=[O:18])[CH2:16][CH2:15]2)=[O:8])[CH2:2][CH2:3][CH2:4][CH2:5]1. The catalyst class is: 29. (2) Reactant: [Cl:1][C:2]1[CH:3]=[C:4]2[C:9](=[CH:10][CH:11]=1)[CH:8]=[C:7]([S:12]([N:15]1[CH2:20][CH2:19][N:18]([C:21]([C:23]3[S:24][C:25]4[CH2:26][NH:27][CH:28]([CH3:32])[CH2:29][C:30]=4[N:31]=3)=[O:22])[CH:17]([C:33](=[O:42])[NH:34][O:35]C3CCCCO3)[CH2:16]1)(=[O:14])=[O:13])[CH:6]=[CH:5]2.Cl. Product: [Cl:1][C:2]1[CH:3]=[C:4]2[C:9](=[CH:10][CH:11]=1)[CH:8]=[C:7]([S:12]([N:15]1[CH2:20][CH2:19][N:18]([C:21]([C:23]3[S:24][C:25]4[CH2:26][NH:27][CH:28]([CH3:32])[CH2:29][C:30]=4[N:31]=3)=[O:22])[CH:17]([C:33]([NH:34][OH:35])=[O:42])[CH2:16]1)(=[O:13])=[O:14])[CH:6]=[CH:5]2. The catalyst class is: 5. (3) Reactant: [Cl:1][C:2]1[CH:7]=[C:6]([O:8][C:9]2[CH:14]=[CH:13][C:12]([Cl:15])=[CH:11][CH:10]=2)[CH:5]=[CH:4][C:3]=1[C:16](=[O:23])[CH2:17][N:18]1[CH:22]=[N:21][CH:20]=[N:19]1.[CH:24]([Mg]Cl)([CH3:26])[CH3:25]. Product: [Cl:1][C:2]1[CH:7]=[C:6]([O:8][C:9]2[CH:10]=[CH:11][C:12]([Cl:15])=[CH:13][CH:14]=2)[CH:5]=[CH:4][C:3]=1[C:16]([OH:23])([CH:24]([CH3:26])[CH3:25])[CH2:17][N:18]1[CH:22]=[N:21][CH:20]=[N:19]1. The catalyst class is: 410. (4) Reactant: CCN(C(C)C)C(C)C.[I:10][C:11]1[CH:19]=[CH:18][C:14]([C:15](Cl)=[O:16])=[CH:13][CH:12]=1.Cl.[CH3:21][NH:22][C:23](=[O:31])[C@H:24]([C:27](=[O:30])[O:28][CH3:29])[NH:25][CH3:26]. Product: [I:10][C:11]1[CH:19]=[CH:18][C:14]([C:15](=[O:16])[N:25]([CH:24]([C:23]([NH:22][CH3:21])=[O:31])[C:27]([O:28][CH3:29])=[O:30])[CH3:26])=[CH:13][CH:12]=1. The catalyst class is: 22. (5) Reactant: C1(P(=O)(C2C=CC=CC=2)C2C=CC=CC=2)C=CC=CC=1.FC(F)(F)S(OS(C(F)(F)F)(=O)=O)(=O)=O.C([S:43][CH:44]([CH:75]([O:78][CH3:79])[O:76][CH3:77])[CH2:45][NH:46][C:47]([C:49]1[NH:50][C:51]2[C:56]([CH:57]=1)=[CH:55][C:54]([O:58][C:59]1[CH:64]=[CH:63][C:62]([S:65]([CH3:68])(=[O:67])=[O:66])=[CH:61][CH:60]=1)=[CH:53][C:52]=2[O:69][CH:70]([CH3:74])[CH2:71][O:72][CH3:73])=O)C1C=CC=CC=1.C1(SC)C=CC=CC=1. Product: [CH3:77][O:76][CH:75]([O:78][CH3:79])[CH:44]1[S:43][C:47]([C:49]2[NH:50][C:51]3[C:56]([CH:57]=2)=[CH:55][C:54]([O:58][C:59]2[CH:60]=[CH:61][C:62]([S:65]([CH3:68])(=[O:66])=[O:67])=[CH:63][CH:64]=2)=[CH:53][C:52]=3[O:69][CH:70]([CH3:74])[CH2:71][O:72][CH3:73])=[N:46][CH2:45]1. The catalyst class is: 10.